This data is from Full USPTO retrosynthesis dataset with 1.9M reactions from patents (1976-2016). The task is: Predict the reactants needed to synthesize the given product. (1) Given the product [ClH:36].[NH2:32][C:24]([CH2:23][CH2:22][C:19]1[CH:18]=[CH:17][C:16]([C:3]2[CH:4]=[CH:5][C:6]([S:8][C:9]3[CH:14]=[CH:13][CH:12]=[C:11]([CH3:15])[CH:10]=3)=[CH:7][C:2]=2[F:1])=[CH:21][CH:20]=1)([CH2:29][OH:28])[CH2:25][OH:26], predict the reactants needed to synthesize it. The reactants are: [F:1][C:2]1[CH:7]=[C:6]([S:8][C:9]2[CH:14]=[CH:13][CH:12]=[C:11]([CH3:15])[CH:10]=2)[CH:5]=[CH:4][C:3]=1[C:16]1[CH:21]=[CH:20][C:19]([CH2:22][CH2:23][C:24]2([NH:32]C(=O)C)[CH2:29][O:28]C(C)(C)[O:26][CH2:25]2)=[CH:18][CH:17]=1.[ClH:36]. (2) Given the product [Cl:23][C:24]1[CH:33]=[C:32]([F:34])[CH:31]=[CH:30][C:25]=1[C:20](=[O:22])[CH2:19][C:16]1[CH:15]=[CH:14][C:13]([O:12][CH3:11])=[CH:18][CH:17]=1, predict the reactants needed to synthesize it. The reactants are: C[Si]([N-][Si](C)(C)C)(C)C.[Na+].[CH3:11][O:12][C:13]1[CH:18]=[CH:17][C:16]([CH2:19][C:20]([OH:22])=O)=[CH:15][CH:14]=1.[Cl:23][C:24]1[CH:33]=[C:32]([F:34])[CH:31]=[CH:30][C:25]=1C(OC)=O. (3) The reactants are: [Cl:1]N1C(=O)CCC1=O.C1(P(C2C=CC=CC=2)C2C=CC=CC=2)C=CC=CC=1.[F:28][C:29]1[C:34](=O)[NH:33][C:32]([NH:36][C:37]2[CH:38]=[C:39]3[C:44](=[CH:45][CH:46]=2)[N:43]=[CH:42][CH:41]=[CH:40]3)=[C:31]([C:47]#[N:48])[CH:30]=1. Given the product [Cl:1][C:34]1[C:29]([F:28])=[CH:30][C:31]([C:47]#[N:48])=[C:32]([NH:36][C:37]2[CH:38]=[C:39]3[C:44](=[CH:45][CH:46]=2)[N:43]=[CH:42][CH:41]=[CH:40]3)[N:33]=1, predict the reactants needed to synthesize it. (4) Given the product [F:1][C:2]1[CH:7]=[CH:6][C:5]([CH2:8][C:9]2[O:11][N:29]=[C:23]([C:24]([O:26][CH2:27][CH3:28])=[O:25])[N:22]=2)=[C:4]([C:12]([F:15])([F:14])[F:13])[CH:3]=1, predict the reactants needed to synthesize it. The reactants are: [F:1][C:2]1[CH:7]=[CH:6][C:5]([CH2:8][C:9]([OH:11])=O)=[C:4]([C:12]([F:15])([F:14])[F:13])[CH:3]=1.C(Cl)(=O)C(Cl)=O.[NH2:22][C:23](=[N:29]O)[C:24]([O:26][CH2:27][CH3:28])=[O:25].C(N(CC)C(C)C)(C)C. (5) The reactants are: Cl[CH2:2][CH2:3][CH2:4][N:5]1[C:13]2[C:8](=[CH:9][C:10]([N:14]3[CH:19]=[CH:18][C:17]([C:20]4[CH:25]=[CH:24][C:23]([C:26]([F:29])([F:28])[F:27])=[CH:22][CH:21]=4)=[CH:16][C:15]3=[O:30])=[CH:11][CH:12]=2)[CH:7]=[N:6]1.[C:31]1(=[O:41])[NH:35][C:34](=[O:36])[C:33]2=[CH:37][CH:38]=[CH:39][CH:40]=[C:32]12.[K]. Given the product [O:30]=[C:15]1[CH:16]=[C:17]([C:20]2[CH:25]=[CH:24][C:23]([C:26]([F:27])([F:29])[F:28])=[CH:22][CH:21]=2)[CH:18]=[CH:19][N:14]1[C:10]1[CH:9]=[C:8]2[C:13](=[CH:12][CH:11]=1)[N:5]([CH2:4][CH2:3][CH2:2][N:35]1[C:31](=[O:41])[C:32]3[C:33](=[CH:37][CH:38]=[CH:39][CH:40]=3)[C:34]1=[O:36])[N:6]=[CH:7]2, predict the reactants needed to synthesize it.